This data is from Forward reaction prediction with 1.9M reactions from USPTO patents (1976-2016). The task is: Predict the product of the given reaction. (1) Given the reactants [OH:1][C:2]12[C:13]3[C:8](=[C:9]([N+:14]([O-])=O)[CH:10]=[CH:11][CH:12]=3)[C:7](=[O:17])[C:6]1([NH:18][C:19]([C:21]1[N:22]=[C:23]([CH3:30])[N:24]3[CH:29]=[CH:28][CH:27]=[CH:26][C:25]=13)=[O:20])[C:5]1[CH:31]=[CH:32][C:33]([CH:35]([CH3:37])[CH3:36])=[CH:34][C:4]=1[O:3]2.C(O)C, predict the reaction product. The product is: [NH2:14][C:9]1[CH:10]=[CH:11][CH:12]=[C:13]2[C:8]=1[C:7](=[O:17])[C:6]1([NH:18][C:19]([C:21]3[N:22]=[C:23]([CH3:30])[N:24]4[CH:29]=[CH:28][CH:27]=[CH:26][C:25]=34)=[O:20])[C:5]3[CH:31]=[CH:32][C:33]([CH:35]([CH3:36])[CH3:37])=[CH:34][C:4]=3[O:3][C:2]12[OH:1]. (2) Given the reactants [CH3:1][O:2][C:3](=[O:18])[CH2:4][C:5]1[C:6](=[O:17])[N:7]([CH2:10][C:11]2[CH:16]=[CH:15][CH:14]=[CH:13][CH:12]=2)[CH2:8][CH:9]=1.[H][H].[CH3:21]O, predict the reaction product. The product is: [CH3:1][O:2][C:3](=[O:18])[CH2:4][CH:5]1[CH2:9][CH2:8][N:7]([CH2:10][CH2:11][C:16]2[CH:15]=[CH:14][CH:13]=[CH:12][CH:21]=2)[C:6]1=[O:17]. (3) Given the reactants [NH:1]1[C:5]2[CH:6]=[CH:7][CH:8]=[C:9]([C:10](=O)[CH3:11])[C:4]=2[N:3]=[CH:2]1.[CH3:13][NH2:14].Cl.O1CCOCC1.[BH4-].[Na+], predict the reaction product. The product is: [NH:1]1[C:5]2[CH:6]=[CH:7][CH:8]=[C:9]([CH:10]([NH:14][CH3:13])[CH3:11])[C:4]=2[N:3]=[CH:2]1. (4) The product is: [NH2:4][C:3]1[CH:5]=[C:6]([C:13]([F:16])([F:15])[F:14])[CH:7]=[C:8]([C:9]([F:12])([F:11])[F:10])[C:2]=1/[CH:41]=[CH:40]/[C:39]([O:43][CH3:44])=[O:42]. Given the reactants Br[C:2]1[C:8]([C:9]([F:12])([F:11])[F:10])=[CH:7][C:6]([C:13]([F:16])([F:15])[F:14])=[CH:5][C:3]=1[NH2:4].CC1C=CC=CC=1P(C1C=CC=CC=1C)C1C=CC=CC=1C.[C:39]([O:43][CH3:44])(=[O:42])[CH:40]=[CH2:41], predict the reaction product.